This data is from Catalyst prediction with 721,799 reactions and 888 catalyst types from USPTO. The task is: Predict which catalyst facilitates the given reaction. (1) Reactant: [N:1]1[C:8](Cl)=[N:7][C:5](Cl)=[N:4][C:2]=1Cl.[Cl-].[Al+3].[Cl-].[Cl-].[C:14]1([O:20][C:21]2[CH:26]=[CH:25][CH:24]=[CH:23][CH:22]=2)[CH:19]=[CH:18][CH:17]=[CH:16][CH:15]=1.[C:27]1([CH:34]=[CH:33][CH:32]=[C:30]([OH:31])[CH:29]=1)[OH:28]. Product: [OH:28][C:27]1[CH:29]=[C:30]([OH:31])[CH:32]=[CH:33][C:34]=1[C:2]1[N:4]=[C:5]([C:32]2[CH:33]=[CH:34][C:27]([OH:28])=[CH:29][C:30]=2[OH:31])[N:7]=[C:8]([C:24]2[CH:23]=[CH:22][C:21]([O:20][C:14]3[CH:15]=[CH:16][CH:17]=[CH:18][CH:19]=3)=[CH:26][CH:25]=2)[N:1]=1. The catalyst class is: 262. (2) Product: [C:1]([O:4][CH2:5][C:6]1[C:7]([B:32]2[O:33][C:34]([CH3:36])([CH3:35])[C:30]([CH3:46])([CH3:29])[O:31]2)=[CH:8][C:9]([F:27])=[CH:10][C:11]=1[N:12]1[CH2:23][CH2:22][C:21]2[C:20]3[CH2:19][C:18]([CH3:25])([CH3:24])[CH2:17][C:16]=3[S:15][C:14]=2[C:13]1=[O:26])(=[O:3])[CH3:2]. Reactant: [C:1]([O:4][CH2:5][C:6]1[C:11]([N:12]2[CH2:23][CH2:22][C:21]3[C:20]4[CH2:19][C:18]([CH3:25])([CH3:24])[CH2:17][C:16]=4[S:15][C:14]=3[C:13]2=[O:26])=[CH:10][C:9]([F:27])=[CH:8][C:7]=1Br)(=[O:3])[CH3:2].[CH3:29][C:30]1([CH3:46])[C:34]([CH3:36])([CH3:35])[O:33][B:32]([B:32]2[O:33][C:34]([CH3:36])([CH3:35])[C:30]([CH3:46])([CH3:29])[O:31]2)[O:31]1.CC(O[K])=O. The catalyst class is: 75.